From a dataset of Forward reaction prediction with 1.9M reactions from USPTO patents (1976-2016). Predict the product of the given reaction. (1) Given the reactants [C:1]([C:3]1[CH:4]=[C:5]([CH:10]=[CH:11][C:12]=1[CH2:13][N:14]([C:22]([O:24][C:25]([CH3:28])([CH3:27])[CH3:26])=[O:23])[C:15]([O:17][C:18]([CH3:21])([CH3:20])[CH3:19])=[O:16])[C:6]([O:8]C)=[O:7])#[N:2].CO.[Li+].[OH-], predict the reaction product. The product is: [C:1]([C:3]1[CH:4]=[C:5]([CH:10]=[CH:11][C:12]=1[CH2:13][N:14]([C:15]([O:17][C:18]([CH3:21])([CH3:20])[CH3:19])=[O:16])[C:22]([O:24][C:25]([CH3:26])([CH3:27])[CH3:28])=[O:23])[C:6]([OH:8])=[O:7])#[N:2]. (2) Given the reactants [CH2:1]([O:8][C:9]1([C:12]2[CH:17]=[CH:16][C:15]([C:18]#[C:19][C:20]3[CH:25]=[CH:24][C:23]([CH2:26][C:27]([O:29][CH3:30])=[O:28])=[CH:22][CH:21]=3)=[CH:14][CH:13]=2)[CH2:11][CH2:10]1)[C:2]1[CH:7]=[CH:6][CH:5]=[CH:4][CH:3]=1.[CH3:31]OC(=O)CC1C=CC(I)=CC=1, predict the reaction product. The product is: [CH2:1]([O:8][C:9]1([C:12]2[CH:17]=[CH:16][C:15]([C:18]#[C:19][C:20]3[CH:21]=[CH:22][C:23]([CH2:26][C:27]([O:29][CH3:30])=[O:28])=[CH:24][CH:25]=3)=[CH:14][C:13]=2[CH3:31])[CH2:11][CH2:10]1)[C:2]1[CH:7]=[CH:6][CH:5]=[CH:4][CH:3]=1. (3) Given the reactants [Br:1][C:2]1[CH:3]=[N:4][N:5]2[CH:10]=[C:9]([C:11]3[CH:12]=[N:13][N:14]([CH3:16])[CH:15]=3)[CH:8]=[C:7]([OH:17])[C:6]=12.Br[CH2:19][CH:20]1[CH2:25][CH2:24][CH2:23][N:22]([C:26]([O:28][C:29]([CH3:32])([CH3:31])[CH3:30])=[O:27])[CH2:21]1.[H-].[Na+], predict the reaction product. The product is: [Br:1][C:2]1[CH:3]=[N:4][N:5]2[CH:10]=[C:9]([C:11]3[CH:12]=[N:13][N:14]([CH3:16])[CH:15]=3)[CH:8]=[C:7]([O:17][CH2:19][CH:20]3[CH2:25][CH2:24][CH2:23][N:22]([C:26]([O:28][C:29]([CH3:30])([CH3:32])[CH3:31])=[O:27])[CH2:21]3)[C:6]=12. (4) Given the reactants Cl.[NH2:2][CH2:3][C:4]1[CH:9]=[CH:8][C:7]([OH:10])=[C:6]([O:11][CH3:12])[CH:5]=1.C(N(CC)CC)C.[CH:20]([C:23]1[CH:28]=[CH:27][C:26]([N:29]=[C:30]=[O:31])=[CH:25][CH:24]=1)([CH3:22])[CH3:21], predict the reaction product. The product is: [OH:10][C:7]1[CH:8]=[CH:9][C:4]([CH2:3][NH:2][C:30]([NH:29][C:26]2[CH:27]=[CH:28][C:23]([CH:20]([CH3:22])[CH3:21])=[CH:24][CH:25]=2)=[O:31])=[CH:5][C:6]=1[O:11][CH3:12]. (5) Given the reactants Cl[C@@H:2]([C@@H:15]([CH3:18])[CH2:16][CH3:17])[C:3]([NH:5][C:6]1[CH:11]=[C:10]([CH3:12])[CH:9]=[C:8]([CH3:13])[C:7]=1[OH:14])=[O:4].C(=O)([O-])[O-].[K+].[K+].O, predict the reaction product. The product is: [C@@H:15]([C@@H:2]1[C:3](=[O:4])[NH:5][C:6]2[CH:11]=[C:10]([CH3:12])[CH:9]=[C:8]([CH3:13])[C:7]=2[O:14]1)([CH2:16][CH3:17])[CH3:18]. (6) Given the reactants C[O:2][C:3](=[O:43])[CH:4]([NH:25][C:26](=[O:42])[C:27]1[CH:32]=[C:31]([Cl:33])[CH:30]=[CH:29][C:28]=1[N:34]1[CH2:39][CH:38]([CH3:40])[CH2:37][CH:36]([CH3:41])[CH2:35]1)[CH2:5][C:6]1[CH:11]=[CH:10][C:9]([C:12]2[CH:17]=[CH:16][CH:15]=[CH:14][C:13]=2[O:18][C:19]2[CH:24]=[CH:23][CH:22]=[CH:21][CH:20]=2)=[CH:8][CH:7]=1.[Li+].[OH-], predict the reaction product. The product is: [Cl:33][C:31]1[CH:30]=[CH:29][C:28]([N:34]2[CH2:39][CH:38]([CH3:40])[CH2:37][CH:36]([CH3:41])[CH2:35]2)=[C:27]([CH:32]=1)[C:26]([NH:25][CH:4]([CH2:5][C:6]1[CH:7]=[CH:8][C:9]([C:12]2[CH:17]=[CH:16][CH:15]=[CH:14][C:13]=2[O:18][C:19]2[CH:20]=[CH:21][CH:22]=[CH:23][CH:24]=2)=[CH:10][CH:11]=1)[C:3]([OH:43])=[O:2])=[O:42].